This data is from Cav3 T-type calcium channel HTS with 100,875 compounds. The task is: Binary Classification. Given a drug SMILES string, predict its activity (active/inactive) in a high-throughput screening assay against a specified biological target. (1) The compound is S(CC(=O)N1CCN(CC1)C(OCC)=O)Cc1nc(oc1C)c1c(F)cccc1. The result is 0 (inactive). (2) The compound is O=C1C=2C(C(=C(NC2CCC1)C)C(=O)Nc1cccnc1)c1cc2OCOc2cc1. The result is 0 (inactive). (3) The drug is ClC1(Cl)C(C1)CS(=N\S(=O)(=O)c1ccc(cc1)C)/CC1C(Cl)(Cl)C1. The result is 0 (inactive). (4) The molecule is S(=O)(=O)(N1CCCCCC1)c1cc2c(n(cc(C(=O)NCC3N(CCC3)CC)c2=O)C)cc1. The result is 0 (inactive). (5) The drug is S(=O)(=O)(N\C(=N\C1CCCC1)C(F)(F)F)c1ccccc1. The result is 0 (inactive). (6) The drug is s1c(nnc1NC)c1ccc(N(C)C)cc1. The result is 0 (inactive). (7) The compound is s\1c2=NC3(N(C(=O)N(C3(Nn2c(=O)c1=C\c1ccccc1)c1ccccc1)C)C)c1ccccc1. The result is 0 (inactive). (8) The drug is S(c1n(CCOc2ccccc2)c2c(n1)cccc2)CCO. The result is 0 (inactive). (9) The drug is O=C(NCCn1c2c(cc1)cccc2)c1cc(OC)ccc1. The result is 0 (inactive). (10) The compound is Clc1sc(S(=O)(=O)Nc2ncnc3sc4c(CCC4)c23)cc1. The result is 0 (inactive).